Dataset: TCR-epitope binding with 47,182 pairs between 192 epitopes and 23,139 TCRs. Task: Binary Classification. Given a T-cell receptor sequence (or CDR3 region) and an epitope sequence, predict whether binding occurs between them. (1) The epitope is LLSAGIFGA. The TCR CDR3 sequence is CASSTDRPGEQFF. Result: 1 (the TCR binds to the epitope). (2) The epitope is KRWIILGLNK. The TCR CDR3 sequence is CASSTRQNAEAFF. Result: 1 (the TCR binds to the epitope). (3) The epitope is LVLSVNPYV. The TCR CDR3 sequence is CASSLGDAGRNEQFF. Result: 0 (the TCR does not bind to the epitope). (4) The epitope is FLASKIGRLV. The TCR CDR3 sequence is CASSSAYYSYTF. Result: 0 (the TCR does not bind to the epitope). (5) The epitope is CTELKLSDY. The TCR CDR3 sequence is CASSQKGLAGEQYF. Result: 0 (the TCR does not bind to the epitope).